Dataset: Catalyst prediction with 721,799 reactions and 888 catalyst types from USPTO. Task: Predict which catalyst facilitates the given reaction. (1) Reactant: O[C:2]1[CH:7]=[CH:6][N:5]=[CH:4][C:3]=1[N+:8]([O-:10])=[O:9].P(Cl)(Cl)(Cl)(Cl)[Cl:12]. Product: [Cl:12][C:2]1[CH:7]=[CH:6][N:5]=[CH:4][C:3]=1[N+:8]([O-:10])=[O:9]. The catalyst class is: 286. (2) Reactant: Cl.C(OC([N:9]1[CH2:13][C@@H:12]([CH2:14][C@H:15]([CH2:19][C:20]2[CH:25]=[CH:24][C:23]([O:26][CH3:27])=[C:22]([O:28][CH2:29][CH2:30][CH2:31][O:32][CH3:33])[CH:21]=2)[CH:16]([CH3:18])[CH3:17])[C@H:11]([CH2:34][N:35]([CH:44]2[CH2:46][CH2:45]2)[C:36]([CH:38]2[CH2:43][CH2:42][O:41][CH2:40][CH2:39]2)=[O:37])[CH2:10]1)=O)(C)(C)C.CC#N.O.CC#N. Product: [CH:44]1([N:35]([CH2:34][C@H:11]2[C@H:12]([CH2:14][C@H:15]([CH2:19][C:20]3[CH:25]=[CH:24][C:23]([O:26][CH3:27])=[C:22]([O:28][CH2:29][CH2:30][CH2:31][O:32][CH3:33])[CH:21]=3)[CH:16]([CH3:17])[CH3:18])[CH2:13][NH:9][CH2:10]2)[C:36]([CH:38]2[CH2:43][CH2:42][O:41][CH2:40][CH2:39]2)=[O:37])[CH2:46][CH2:45]1. The catalyst class is: 38. (3) Reactant: [F:1][C:2]1[CH:7]=[CH:6][CH:5]=[CH:4][C:3]=1[C:8]1[CH:13]=[CH:12][C:11]([CH2:14][C:15]([OH:17])=O)=[CH:10][CH:9]=1.O.ON1C2C=CC=CC=2N=N1.[CH3:29][NH:30][C:31]1[S:32][C:33]([S:37]([NH2:40])(=[O:39])=[O:38])=[C:34]([CH3:36])[N:35]=1.Cl.CN(C)CCCN=C=NCC. Product: [NH2:40][S:37]([C:33]1[S:32][C:31]([N:30]([CH3:29])[C:15](=[O:17])[CH2:14][C:11]2[CH:10]=[CH:9][C:8]([C:3]3[CH:4]=[CH:5][CH:6]=[CH:7][C:2]=3[F:1])=[CH:13][CH:12]=2)=[N:35][C:34]=1[CH3:36])(=[O:38])=[O:39]. The catalyst class is: 9. (4) Reactant: Cl.CN(C)CCCN=C=N[CH2:10][CH3:11].O.[OH:14]N1C2C=CC=CC=2N=N1.[Cl:24][C:25]1[CH:30]=[CH:29][C:28]([C:31]2[CH:35]=[CH:34][O:33]C=2C(O)=O)=[CH:27][CH:26]=1.[CH3:39][O:40][C:41]1[CH:42]=[C:43]([N:47]2[CH2:52][CH2:51][NH:50][CH2:49][CH2:48]2)[CH:44]=[CH:45][CH:46]=1. Product: [CH3:39][O:40][C:41]1[CH:42]=[C:43]([N:47]2[CH2:52][CH2:51][N:50]([C:34]([C:35]3[CH:11]=[CH:10][O:14][C:31]=3[C:28]3[CH:27]=[CH:26][C:25]([Cl:24])=[CH:30][CH:29]=3)=[O:33])[CH2:49][CH2:48]2)[CH:44]=[CH:45][CH:46]=1. The catalyst class is: 4. (5) Reactant: [NH2:1][CH2:2][CH2:3][CH2:4][NH:5]C(=O)OC(C)(C)C.C(N(CC)CC)C.[CH3:20][S:21]([Cl:24])(=[O:23])=[O:22].C(OCC)(=O)C. Product: [ClH:24].[NH2:1][CH2:2][CH2:3][CH2:4][NH:5][S:21]([CH3:20])(=[O:23])=[O:22]. The catalyst class is: 1. (6) Reactant: [Cl:1][C:2]1[N:7]=[C:6]([NH2:8])[C:5]([CH3:9])=[CH:4][N:3]=1.Br[C:11]1[CH:16]=[CH:15][CH:14]=[C:13]([O:17][CH3:18])[CH:12]=1.C([O-])([O-])=O.[Cs+].[Cs+].C1(P(C2C=CC=CC=2)C2C3OC4C(=CC=CC=4P(C4C=CC=CC=4)C4C=CC=CC=4)C(C)(C)C=3C=CC=2)C=CC=CC=1. Product: [Cl:1][C:2]1[N:7]=[C:6]([NH:8][C:11]2[CH:16]=[CH:15][CH:14]=[C:13]([O:17][CH3:18])[CH:12]=2)[C:5]([CH3:9])=[CH:4][N:3]=1. The catalyst class is: 62. (7) Reactant: Cl[C:2]1[N:3]=[N:4][CH:5]=[C:6](Cl)[C:7]=1[Cl:8].Cl.[NH:11]1[CH2:16][CH2:15][CH:14]([C:17]2[CH:24]=[CH:23][CH:22]=[CH:21][C:18]=2[C:19]#[N:20])[CH2:13][CH2:12]1.C(=O)([O-])[O-].[K+].[K+].[NH2:31][NH2:32]. Product: [Cl:8][C:7]1[C:6]([N:11]2[CH2:16][CH2:15][CH:14]([C:17]3[CH:24]=[CH:23][CH:22]=[CH:21][C:18]=3[C:19]#[N:20])[CH2:13][CH2:12]2)=[CH:5][N:4]=[N:3][C:2]=1[NH:31][NH2:32]. The catalyst class is: 708.